This data is from Full USPTO retrosynthesis dataset with 1.9M reactions from patents (1976-2016). The task is: Predict the reactants needed to synthesize the given product. (1) Given the product [C:38]([C:7]1[C:8]([CH2:18][C:19]2[CH:24]=[CH:23][CH:22]=[CH:21][C:20]=2[S:25]([N:28]2[CH2:29][CH2:30][CH2:31][CH2:32]2)(=[O:26])=[O:27])=[C:9]([CH3:17])[N:10]([CH2:11][C:12]([O:14][CH2:15][CH3:16])=[O:13])[C:6]=1[CH:1]1[CH2:5][CH2:4][CH2:3][CH2:2]1)#[N:37], predict the reactants needed to synthesize it. The reactants are: [CH:1]1([C:6]2[N:10]([CH2:11][C:12]([O:14][CH2:15][CH3:16])=[O:13])[C:9]([CH3:17])=[C:8]([CH2:18][C:19]3[CH:24]=[CH:23][CH:22]=[CH:21][C:20]=3[S:25]([N:28]3[CH2:32][CH2:31][CH2:30][CH2:29]3)(=[O:27])=[O:26])[CH:7]=2)[CH2:5][CH2:4][CH2:3][CH2:2]1.ClS([N:37]=[C:38]=O)(=O)=O.CN(C)C=O. (2) Given the product [OH:1][C:2]1[CH:7]=[C:6]([CH:5]=[CH:4][C:3]=1[C:24]1[CH:29]=[CH:28][CH:27]=[CH:26][N:36]=1)[CH2:8][NH:9][CH:10]=[C:11]1[C:20]2[C:15](=[CH:16][CH:17]=[C:18]([I:21])[CH:19]=2)[C:14](=[O:22])[NH:13][C:12]1=[O:23], predict the reactants needed to synthesize it. The reactants are: [OH:1][C:2]1[CH:7]=[C:6]([CH2:8][NH:9][CH:10]=[C:11]2[C:20]3[C:15](=[CH:16][CH:17]=[C:18]([I:21])[CH:19]=3)[C:14](=[O:22])[NH:13][C:12]2=[O:23])[CH:5]=[CH:4][C:3]=1[C:24]1[CH:29]=[CH:28][CH:27]=[CH:26]C=1.IC1C=C2C(=CC=1)C(=O)[NH:36]C(=O)C2=COC.NCC1C=CC(C2C=CC=CN=2)=C(O)C=1.